From a dataset of Peptide-MHC class II binding affinity with 134,281 pairs from IEDB. Regression. Given a peptide amino acid sequence and an MHC pseudo amino acid sequence, predict their binding affinity value. This is MHC class II binding data. (1) The peptide sequence is EEFVSLASRFLVEED. The MHC is DRB1_0101 with pseudo-sequence DRB1_0101. The binding affinity (normalized) is 1.00. (2) The peptide sequence is LAEGIVLASAALGPL. The MHC is DRB1_0404 with pseudo-sequence DRB1_0404. The binding affinity (normalized) is 0.787. (3) The peptide sequence is SGTYCLNVSLADTNS. The MHC is DRB1_0405 with pseudo-sequence DRB1_0405. The binding affinity (normalized) is 0.618. (4) The peptide sequence is KEVSGVKGFTLGRDG. The MHC is HLA-DQA10201-DQB10301 with pseudo-sequence HLA-DQA10201-DQB10301. The binding affinity (normalized) is 0.405. (5) The peptide sequence is PQPEQPEQPFPQPQ. The MHC is HLA-DQA10301-DQB10201 with pseudo-sequence YNYHERRFATVLHIVYFGLSSFAIRKARVHLETT. The binding affinity (normalized) is 0.175.